This data is from Full USPTO retrosynthesis dataset with 1.9M reactions from patents (1976-2016). The task is: Predict the reactants needed to synthesize the given product. (1) Given the product [CH3:1][C@@H:2]1[CH2:6][CH2:5][CH2:4][N:3]1[CH2:7][CH2:8][C:9]1[CH:14]=[CH:13][C:12]([C:15]2[CH:16]=[CH:17][C:18]([CH2:21][CH2:22][C:23]([O:25][CH2:27][CH3:28])=[O:24])=[CH:19][CH:20]=2)=[CH:11][CH:10]=1, predict the reactants needed to synthesize it. The reactants are: [CH3:1][C@@H:2]1[CH2:6][CH2:5][CH2:4][N:3]1[CH2:7][CH2:8][C:9]1[CH:14]=[CH:13][C:12]([C:15]2[CH:20]=[CH:19][C:18]([CH2:21][CH2:22][C:23]([OH:25])=[O:24])=[CH:17][CH:16]=2)=[CH:11][CH:10]=1.Cl.[CH2:27](O)[CH3:28]. (2) Given the product [C:12]([C:9]1[CH:10]=[CH:11][CH:6]=[C:7]([C:16]([CH3:19])([CH3:18])[CH3:17])[CH:8]=1)([CH3:15])([CH3:14])[CH3:13], predict the reactants needed to synthesize it. The reactants are: CS(O[C:6]1[CH:11]=[CH:10][C:9]([C:12]([CH3:15])([CH3:14])[CH3:13])=[CH:8][C:7]=1[C:16]([CH3:19])([CH3:18])[CH3:17])(=O)=O.C(O)=O.[OH-].[Li+].CO.